From a dataset of hERG Central: cardiac toxicity at 1µM, 10µM, and general inhibition. Predict hERG channel inhibition at various concentrations. (1) The molecule is Cc1ccc(S(=O)(=O)Nc2ccc3c(c2)nc(CCN2CCN(c4ccccn4)CC2)n3C)cc1. Results: hERG_inhib (hERG inhibition (general)): blocker. (2) The drug is CCOc1ccc(N2C(=O)CC(N(CCc3ccc(OC)cc3)C(=O)c3cccc(F)c3)C2=O)cc1. Results: hERG_inhib (hERG inhibition (general)): blocker. (3) The compound is O=C(CSc1nc(=O)n(CCCN2CCOCC2)c2c1CCCC2)Nc1cccc(Cl)c1. Results: hERG_inhib (hERG inhibition (general)): blocker. (4) The molecule is COc1ccc(-n2ncc3c2CC(C)(C)CC3NC(=O)CSc2ccccn2)cc1. Results: hERG_inhib (hERG inhibition (general)): blocker. (5) The compound is C=C(C)[C@@H]1CC=C(CN2CCC(N3CCC(C(=O)N4CCCC4)CC3)CC2)CC1. Results: hERG_inhib (hERG inhibition (general)): blocker.